Dataset: Full USPTO retrosynthesis dataset with 1.9M reactions from patents (1976-2016). Task: Predict the reactants needed to synthesize the given product. (1) Given the product [CH:1]1([N:4]([CH2:26][C:27]2[CH:32]=[C:31]([CH2:33][CH2:34][CH2:35][O:36][CH3:37])[CH:30]=[C:29]([O:38][CH2:39][CH2:40][O:41][CH3:42])[CH:28]=2)[C:5]([CH:7]2[C:12]([OH:18])([C:13]3[S:14][CH:15]=[CH:16][CH:17]=3)[CH2:11][CH2:10][NH:9][CH2:8]2)=[O:6])[CH2:3][CH2:2]1, predict the reactants needed to synthesize it. The reactants are: [CH:1]1([N:4]([CH2:26][C:27]2[CH:32]=[C:31]([CH2:33][CH2:34][CH2:35][O:36][CH3:37])[CH:30]=[C:29]([O:38][CH2:39][CH2:40][O:41][CH3:42])[CH:28]=2)[C:5]([C@@H:7]2[C@@:12]([OH:18])([C:13]3[S:14][CH:15]=[CH:16][CH:17]=3)[CH2:11][CH2:10][N:9](C(OC(C)(C)C)=O)[CH2:8]2)=[O:6])[CH2:3][CH2:2]1.Cl. (2) The reactants are: [CH3:1][O:2][C:3]1[N:8]=[C:7]2[C:9]([C:13]3[N:24](S(C4C=CC(C)=CC=4)(=O)=O)[C:16]4[N:17]=[CH:18][CH:19]=[C:20]([CH:21]=[N:22][OH:23])[C:15]=4[CH:14]=3)=[CH:10][N:11]([CH3:12])[C:6]2=[CH:5][C:4]=1[O:35][CH3:36].[OH-].[K+]. Given the product [CH3:1][O:2][C:3]1[N:8]=[C:7]2[C:9]([C:13]3[NH:24][C:16]4[N:17]=[CH:18][CH:19]=[C:20]([CH:21]=[N:22][OH:23])[C:15]=4[CH:14]=3)=[CH:10][N:11]([CH3:12])[C:6]2=[CH:5][C:4]=1[O:35][CH3:36], predict the reactants needed to synthesize it.